From a dataset of Reaction yield outcomes from USPTO patents with 853,638 reactions. Predict the reaction yield, written as a fraction of the theoretical maximum amount of product (1.0 means a 100% yield; for example, 0.34 means a 34% yield). (1) The reactants are [NH2:1][C:2]1[CH:7]=[C:6]([O:8][CH3:9])[CH:5]=[CH:4][C:3]=1[CH2:10][OH:11].[Cl:12][C:13]1[N:18]=[C:17](Cl)[CH:16]=[CH:15][N:14]=1.C(N(C(C)C)C(C)C)C. The catalyst is CCO. The product is [Cl:12][C:13]1[N:18]=[C:17]([NH:1][C:2]2[CH:7]=[C:6]([O:8][CH3:9])[CH:5]=[CH:4][C:3]=2[CH2:10][OH:11])[CH:16]=[CH:15][N:14]=1. The yield is 0.353. (2) The reactants are [ClH:1].[CH3:2][C:3]1[N:4]=[C:5]2[N:14]3[C:9]([CH2:10][N:11]([CH2:15][CH2:16][CH2:17][CH2:18][NH:19][S:20]([C:23]([F:26])([F:25])[F:24])(=[O:22])=[O:21])[CH2:12][C:13]=13)=[CH:8][CH:7]=[CH:6]2. The catalyst is C(O)C. The product is [ClH:1].[ClH:1].[CH3:2][C:3]1[N:4]=[C:5]2[N:14]3[C:9]([CH2:10][N:11]([CH2:15][CH2:16][CH2:17][CH2:18][NH:19][S:20]([C:23]([F:26])([F:25])[F:24])(=[O:21])=[O:22])[CH2:12][C:13]=13)=[CH:8][CH:7]=[CH:6]2. The yield is 1.00. (3) The reactants are [F:1][C:2]1[CH:3]=[C:4]2[C:8](=[CH:9][C:10]=1[NH2:11])[NH:7][C:6](=[O:12])[CH2:5]2.N1CCCCC1.Cl[C:20]([C:22]([O:25][C:26](=[O:28])[CH3:27])([CH3:24])[CH3:23])=[O:21]. The catalyst is O1CCCC1. The product is [F:1][C:2]1[CH:3]=[C:4]2[C:8](=[CH:9][C:10]=1[NH:11][C:20]([C:22]([O:25][C:26](=[O:28])[CH3:27])([CH3:24])[CH3:23])=[O:21])[NH:7][C:6](=[O:12])[CH2:5]2. The yield is 0.995. (4) The yield is 0.470. The reactants are [CH2:1]([S:3]([N:6]1[CH2:9][C:8]([CH2:32][C:33]#[N:34])([N:10]2[CH:14]=[C:13]([C:15]3[C:16]4[CH:23]=[CH:22][N:21](COCC[Si](C)(C)C)[C:17]=4[N:18]=[CH:19][N:20]=3)[CH:12]=[N:11]2)[CH2:7]1)(=[O:5])=[O:4])[CH3:2].[F:35][C:36]([F:41])([F:40])[C:37]([OH:39])=[O:38]. The product is [F:35][C:36]([F:41])([F:40])[C:37]([OH:39])=[O:38].[CH2:1]([S:3]([N:6]1[CH2:9][C:8]([CH2:32][C:33]#[N:34])([N:10]2[CH:14]=[C:13]([C:15]3[C:16]4[CH:23]=[CH:22][NH:21][C:17]=4[N:18]=[CH:19][N:20]=3)[CH:12]=[N:11]2)[CH2:7]1)(=[O:4])=[O:5])[CH3:2]. The catalyst is C(Cl)Cl. (5) The product is [CH2:15]([N:14]([CH2:17][CH3:18])[C:4]1[C:5]([N+:11]([O-:13])=[O:12])=[CH:6][C:7]([N+:8]([O-:10])=[O:9])=[C:2]([NH:1][C:23](=[O:24])[C:22]2[CH:26]=[CH:27][CH:28]=[CH:29][C:21]=2[O:20][CH3:19])[CH:3]=1)[CH3:16]. The catalyst is N1C=CC=CC=1. The reactants are [NH2:1][C:2]1[C:7]([N+:8]([O-:10])=[O:9])=[CH:6][C:5]([N+:11]([O-:13])=[O:12])=[C:4]([N:14]([CH2:17][CH3:18])[CH2:15][CH3:16])[CH:3]=1.[CH3:19][O:20][C:21]1[CH:29]=[CH:28][CH:27]=[CH:26][C:22]=1[C:23](Cl)=[O:24].O. The yield is 0.800. (6) The reactants are C([NH:4][OH:5])(=O)C.C([O-])([O-])=O.[K+].[K+].F[C:13]1[CH:20]=[CH:19][C:18]([N:21]2[C:25]3[C:26](=[O:43])[N:27]([C:30]4[CH:35]=[CH:34][C:33]([N:36]5[CH2:41][CH2:40][CH2:39][CH2:38][C:37]5=[O:42])=[CH:32][CH:31]=4)[CH2:28][CH2:29][C:24]=3[C:23]([C:44]([F:47])([F:46])[F:45])=[N:22]2)=[CH:17][C:14]=1[C:15]#[N:16].C(O)(C(F)(F)F)=O. The catalyst is CN(C=O)C.O. The product is [NH2:16][C:15]1[C:14]2[CH:17]=[C:18]([N:21]3[C:25]4[C:26](=[O:43])[N:27]([C:30]5[CH:35]=[CH:34][C:33]([N:36]6[CH2:41][CH2:40][CH2:39][CH2:38][C:37]6=[O:42])=[CH:32][CH:31]=5)[CH2:28][CH2:29][C:24]=4[C:23]([C:44]([F:46])([F:45])[F:47])=[N:22]3)[CH:19]=[CH:20][C:13]=2[O:5][N:4]=1. The yield is 0.670. (7) The reactants are [O:1]1[CH2:6][CH2:5][N:4]([C:7]2[C:8]3[N:16]=[C:15](Cl)[CH:14]=[CH:13][C:9]=3[N:10]=[CH:11][N:12]=2)[CH2:3][CH2:2]1.[Cl:18][C:19]1[CH:20]=[C:21](B(O)O)[CH:22]=[CH:23][C:24]=1[Cl:25]. No catalyst specified. The product is [O:1]1[CH2:6][CH2:5][N:4]([C:7]2[C:8]3[N:16]=[C:15]([C:22]4[CH:21]=[CH:20][C:19]([Cl:18])=[C:24]([Cl:25])[CH:23]=4)[CH:14]=[CH:13][C:9]=3[N:10]=[CH:11][N:12]=2)[CH2:3][CH2:2]1. The yield is 0.970.